From a dataset of Reaction yield outcomes from USPTO patents with 853,638 reactions. Predict the reaction yield, written as a fraction of the theoretical maximum amount of product (1.0 means a 100% yield; for example, 0.34 means a 34% yield). (1) The reactants are [CH:1]([CH:3](Cl)[C:4]([O-:6])=[O:5])=O.[C:8]([NH2:16])(=[S:15])[C:9]1[CH:14]=[CH:13][CH:12]=[CH:11][CH:10]=1.[CH3:17][CH2:18]O. No catalyst specified. The product is [CH2:17]([O:6][C:4]([C:3]1[S:15][C:8]([C:9]2[CH:14]=[CH:13][CH:12]=[CH:11][CH:10]=2)=[N:16][CH:1]=1)=[O:5])[CH3:18]. The yield is 0.150. (2) The reactants are [N+:1]([C:4]1[C:5]([CH2:10][C:11]([O:13][CH2:14][CH3:15])=[O:12])=[N:6][CH:7]=[CH:8][CH:9]=1)([O-])=O. The catalyst is C(O)C.[Pd]. The product is [NH2:1][C:4]1[C:5]([CH2:10][C:11]([O:13][CH2:14][CH3:15])=[O:12])=[N:6][CH:7]=[CH:8][CH:9]=1. The yield is 0.940. (3) The reactants are [NH2:1][CH:2]([C:7]1[CH:12]=[CH:11][C:10]([O:13][CH:14]([F:16])[F:15])=[C:9]([O:17][CH2:18][CH:19]2[CH2:21][CH2:20]2)[CH:8]=1)[CH2:3][C:4]([OH:6])=[O:5].[C:22]([Cl:25])(=O)C. The catalyst is CO. The product is [ClH:25].[CH3:22][O:5][C:4](=[O:6])[CH2:3][CH:2]([NH2:1])[C:7]1[CH:12]=[CH:11][C:10]([O:13][CH:14]([F:16])[F:15])=[C:9]([O:17][CH2:18][CH:19]2[CH2:21][CH2:20]2)[CH:8]=1. The yield is 0.900.